This data is from Full USPTO retrosynthesis dataset with 1.9M reactions from patents (1976-2016). The task is: Predict the reactants needed to synthesize the given product. (1) Given the product [F:20][C:21]([F:25])([F:24])[CH2:22][NH:23][C:10]([C@@H:9]([NH:8][C:6](=[O:7])[O:5][C:1]([CH3:2])([CH3:3])[CH3:4])[CH2:13][CH:14]1[CH2:19][CH2:18][CH2:17][CH2:16][CH2:15]1)=[O:12], predict the reactants needed to synthesize it. The reactants are: [C:1]([O:5][C:6]([NH:8][C@@H:9]([CH2:13][CH:14]1[CH2:19][CH2:18][CH2:17][CH2:16][CH2:15]1)[C:10]([OH:12])=O)=[O:7])([CH3:4])([CH3:3])[CH3:2].[F:20][C:21]([F:25])([F:24])[CH2:22][NH2:23].C(Cl)CCl.C1C=CC2N(O)N=NC=2C=1.CN1CCOCC1. (2) Given the product [CH3:19][O:20][C:10]1[CH:9]=[CH:8][CH:18]=[CH:17][C:11]=1[O:12][CH2:13][CH2:14][CH2:15][NH2:16], predict the reactants needed to synthesize it. The reactants are: C(O[C:8]1[CH:18]=[CH:17][C:11]([O:12][CH2:13][CH2:14][CH2:15][NH2:16])=[CH:10][CH:9]=1)CCCCC.[CH3:19][O:20]C1C=CC=CC=1O.BrCCCN1C(=O)C2=CC=CC=C2C1=O. (3) Given the product [C:45]([O:44][C:42]([N:34]1[CH2:35][C@H:36]([O:38][CH2:39][CH2:40][CH3:41])[CH2:37][C@@H:33]1[C@@H:9]([O:8][Si:1]([C:4]([CH3:5])([CH3:7])[CH3:6])([CH3:3])[CH3:2])[C@@H:10]([NH:20][C:21]([C:22]1[CH:23]=[C:24]([CH:25]=[CH:26][CH:27]=1)[C:28]([OH:30])=[O:29])=[O:32])[CH2:11][C:12]1[CH:17]=[C:16]([F:18])[CH:15]=[C:14]([F:19])[CH:13]=1)=[O:43])([CH3:48])([CH3:46])[CH3:47], predict the reactants needed to synthesize it. The reactants are: [Si:1]([O:8][C@H:9]([C@H:33]1[CH2:37][C@@H:36]([O:38][CH2:39][CH2:40][CH3:41])[CH2:35][N:34]1[C:42]([O:44][C:45]([CH3:48])([CH3:47])[CH3:46])=[O:43])[C@@H:10]([NH:20][C:21](=[O:32])[C:22]1[CH:27]=[CH:26][CH:25]=[C:24]([C:28]([O:30]C)=[O:29])[CH:23]=1)[CH2:11][C:12]1[CH:17]=[C:16]([F:18])[CH:15]=[C:14]([F:19])[CH:13]=1)([C:4]([CH3:7])([CH3:6])[CH3:5])([CH3:3])[CH3:2].[Li+].[OH-].C(OCC)C. (4) Given the product [NH2:6][C:7]1[CH:12]=[CH:11][C:10]([S:13][C:14]2[CH:19]=[CH:18][C:17]([C:20]([NH:21][CH:22]3[CH2:26][CH2:25][CH2:24][CH2:23]3)=[O:27])=[CH:16][C:15]=2[NH:28][C:29]2[C:30]3[CH:38]=[CH:37][C:36]([CH:39]([CH3:41])[CH3:40])=[N:35][C:31]=3[N:32]=[CH:33][N:34]=2)=[CH:9][CH:8]=1, predict the reactants needed to synthesize it. The reactants are: ClC(Cl)(Cl)COC(=O)[NH:6][C:7]1[CH:12]=[CH:11][C:10]([S:13][C:14]2[CH:19]=[CH:18][C:17]([C:20](=[O:27])[NH:21][CH:22]3[CH2:26][CH2:25][CH2:24][CH2:23]3)=[CH:16][C:15]=2[NH:28][C:29]2[C:30]3[CH:38]=[CH:37][C:36]([CH:39]([CH3:41])[CH3:40])=[N:35][C:31]=3[N:32]=[CH:33][N:34]=2)=[CH:9][CH:8]=1.[OH-].[Na+].Cl. (5) Given the product [CH2:1]([O:5][C:6]1[C:15]2[C:10](=[CH:11][CH:12]=[C:13]([O:16][CH2:17][CH3:18])[CH:14]=2)[C:9](=[O:19])[N:8]([CH2:20][C:21]([CH3:24])([CH3:23])[CH3:22])[C:7]=1[CH2:25][N:31]1[C:27](=[O:37])[C:28]2[C:29](=[CH:33][CH:34]=[CH:35][CH:36]=2)[C:30]1=[O:32])[CH2:2][CH2:3][CH3:4], predict the reactants needed to synthesize it. The reactants are: [CH2:1]([O:5][C:6]1[C:15]2[C:10](=[CH:11][CH:12]=[C:13]([O:16][CH2:17][CH3:18])[CH:14]=2)[C:9](=[O:19])[N:8]([CH2:20][C:21]([CH3:24])([CH3:23])[CH3:22])[C:7]=1[CH2:25]Cl)[CH2:2][CH2:3][CH3:4].[C:27]1(=[O:37])[NH:31][C:30](=[O:32])[C:29]2=[CH:33][CH:34]=[CH:35][CH:36]=[C:28]12.[K].O. (6) Given the product [CH3:1][S:2]([N:5]1[CH2:10][CH2:9][CH:8]([C:11]2[S:12][C:13]([C:16]3[CH:17]=[CH:18][C:19]([NH:20][C:33]([NH:32][C:25]4[CH:26]=[C:27]([F:31])[C:28]([F:30])=[CH:29][C:24]=4[F:23])=[O:34])=[CH:21][CH:22]=3)=[CH:14][N:15]=2)[CH2:7][CH2:6]1)(=[O:4])=[O:3], predict the reactants needed to synthesize it. The reactants are: [CH3:1][S:2]([N:5]1[CH2:10][CH2:9][CH:8]([C:11]2[S:12][C:13]([C:16]3[CH:22]=[CH:21][C:19]([NH2:20])=[CH:18][CH:17]=3)=[CH:14][N:15]=2)[CH2:7][CH2:6]1)(=[O:4])=[O:3].[F:23][C:24]1[CH:29]=[C:28]([F:30])[C:27]([F:31])=[CH:26][C:25]=1[N:32]=[C:33]=[O:34]. (7) Given the product [CH3:1][O:2][C:3]1[CH:8]=[CH:7][C:6]([C:9]2[CH:10]=[C:11]([NH2:12])[NH:16][N:15]=2)=[CH:5][CH:4]=1, predict the reactants needed to synthesize it. The reactants are: [CH3:1][O:2][C:3]1[CH:8]=[CH:7][C:6]([C:9](=O)[CH2:10][C:11]#[N:12])=[CH:5][CH:4]=1.O.[NH2:15][NH2:16]. (8) Given the product [N:1]1[CH:6]=[CH:5][C:4](/[CH:7]=[CH:8]/[C:9]2[C:17]3[C:12](=[CH:13][C:14](/[CH:18]=[C:19]4/[C:20](=[O:28])[NH:21][C:22]5[C:27]/4=[CH:26][CH:25]=[CH:24][CH:23]=5)=[CH:15][CH:16]=3)[NH:11][N:10]=2)=[CH:3][CH:2]=1, predict the reactants needed to synthesize it. The reactants are: [N:1]1[CH:6]=[CH:5][C:4](/[CH:7]=[CH:8]/[C:9]2[C:17]3[C:12](=[CH:13][C:14](/[CH:18]=[C:19]4/[C:20](=[O:28])[NH:21][C:22]5[C:27]/4=[CH:26][CH:25]=[CH:24][CH:23]=5)=[CH:15][CH:16]=3)[N:11](COCC[Si](C)(C)C)[N:10]=2)=[CH:3][CH:2]=1.B(F)(F)F.CCOCC.OCN1C2C(=CC=C(/C=C3/C(=O)NC4C/3=CC=CC=4)C=2)C(/C=C/C2C=CN=CC=2)=N1. (9) The reactants are: [C:1]1([CH2:7][CH2:8][S:9]([N:12]2[CH2:17][CH2:16][CH:15]([CH2:18][NH2:19])[CH2:14][CH2:13]2)(=[O:11])=[O:10])[CH:6]=[CH:5][CH:4]=[CH:3][CH:2]=1.[C:20]([O:24][C:25]([NH:27][C:28]1[N:33]=[CH:32][C:31]([C:34]([OH:36])=[O:35])=[CH:30][N:29]=1)=[O:26])([CH3:23])([CH3:22])[CH3:21]. Given the product [C:20]([O:24][C:25](=[O:26])[NH:27][C:28]1[N:33]=[CH:32][C:31]([C:34](=[O:35])[NH:19][CH2:18][CH:15]2[CH2:14][CH2:13][N:12]([S:9]([CH2:8][CH2:7][C:1]3[CH:6]=[CH:5][CH:4]=[CH:3][CH:2]=3)(=[O:10])=[O:11])[CH2:17][CH2:16]2)=[CH:30][N:29]=1)([CH3:23])([CH3:21])[CH3:22].[C:20]([O:24][C:25](=[O:26])[NH:27][C:28]1[N:29]=[CH:30][C:31]([C:34](=[O:36])[NH:19][CH2:18][CH:15]2[CH2:16][CH2:17][N:12]([S:9]([CH2:8][CH2:7][C:1]3[CH:2]=[CH:3][CH:4]=[CH:5][CH:6]=3)(=[O:11])=[O:10])[CH2:13][CH2:14]2)=[CH:32][N:33]=1)([CH3:21])([CH3:22])[CH3:23], predict the reactants needed to synthesize it.